From a dataset of Full USPTO retrosynthesis dataset with 1.9M reactions from patents (1976-2016). Predict the reactants needed to synthesize the given product. (1) Given the product [CH2:15]([N:14]([CH2:17][CH3:18])[C:12](=[O:13])[C:11]([C:5]1[C:4]2[C:8](=[CH:9][CH:10]=[C:2]([NH:1][S:30]([C:20]3[C:29]4[C:24](=[CH:25][CH:26]=[CH:27][CH:28]=4)[CH:23]=[CH:22][CH:21]=3)(=[O:32])=[O:31])[CH:3]=2)[NH:7][CH:6]=1)=[O:19])[CH3:16], predict the reactants needed to synthesize it. The reactants are: [NH2:1][C:2]1[CH:3]=[C:4]2[C:8](=[CH:9][CH:10]=1)[NH:7][CH:6]=[C:5]2[C:11](=[O:19])[C:12]([N:14]([CH2:17][CH3:18])[CH2:15][CH3:16])=[O:13].[C:20]1([S:30](Cl)(=[O:32])=[O:31])[C:29]2[C:24](=[CH:25][CH:26]=[CH:27][CH:28]=2)[CH:23]=[CH:22][CH:21]=1. (2) Given the product [F:26][C:20]1[CH:21]=[C:22]([F:25])[CH:23]=[CH:24][C:19]=1[N:14]1[C:4]2[N:5]=[C:6]([NH:8][CH:9]([CH2:12][OH:13])[CH2:10][OH:11])[N:7]=[C:2]([C:29]3[CH:30]=[C:31]([CH:35]=[CH:36][CH:37]=3)[C:32]([OH:34])=[O:33])[C:3]=2[CH:17]=[CH:16][C:15]1=[O:18], predict the reactants needed to synthesize it. The reactants are: Cl[C:2]1[C:3]2[CH:17]=[CH:16][C:15](=[O:18])[N:14]([C:19]3[CH:24]=[CH:23][C:22]([F:25])=[CH:21][C:20]=3[F:26])[C:4]=2[N:5]=[C:6]([NH:8][CH:9]([CH2:12][OH:13])[CH2:10][OH:11])[N:7]=1.OB(O)[C:29]1[CH:30]=[C:31]([CH:35]=[CH:36][CH:37]=1)[C:32]([OH:34])=[O:33].C([O-])([O-])=O.[K+].[K+].O1CCOCC1. (3) Given the product [O:33]=[C:31]1[NH:30][C:29]2[CH:34]=[CH:35][C:26]([NH:25][C:21]([C:19]3[CH:18]=[CH:17][C:15]4[N:16]=[C:12]([NH:11][C:9](=[O:10])[CH2:8][C:5]5[CH:6]=[CH:7][C:2]([Cl:1])=[CH:3][C:4]=5[F:24])[S:13][C:14]=4[CH:20]=3)=[O:22])=[CH:27][C:28]=2[O:32]1, predict the reactants needed to synthesize it. The reactants are: [Cl:1][C:2]1[CH:7]=[CH:6][C:5]([CH2:8][C:9]([NH:11][C:12]2[S:13][C:14]3[CH:20]=[C:19]([C:21](O)=[O:22])[CH:18]=[CH:17][C:15]=3[N:16]=2)=[O:10])=[C:4]([F:24])[CH:3]=1.[NH2:25][C:26]1[CH:35]=[CH:34][C:29]2[NH:30][C:31](=[O:33])[O:32][C:28]=2[CH:27]=1.CCN=C=NCCCN(C)C.C1C=CC2N(O)N=NC=2C=1. (4) Given the product [N:50]1([C:56](=[O:57])[C:2]#[C:1][C:3]2[N:7]3[C:8]4[C:13]([N:14]=[C:15]([NH:16][CH2:17][CH2:18][CH2:19][O:20][CH:21]5[CH2:26][CH2:25][CH2:24][CH2:23][O:22]5)[C:6]3=[N:5][CH:4]=2)=[CH:12][C:11]([C:27]([F:28])([F:29])[F:30])=[CH:10][CH:9]=4)[CH2:55][CH2:54][O:53][CH2:52][CH2:51]1, predict the reactants needed to synthesize it. The reactants are: [C:1]([C:3]1[N:7]2[C:8]3[C:13]([N:14]=[C:15]([NH:16][CH2:17][CH2:18][CH2:19][O:20][CH:21]4[CH2:26][CH2:25][CH2:24][CH2:23][O:22]4)[C:6]2=[N:5][CH:4]=1)=[CH:12][C:11]([C:27]([F:30])([F:29])[F:28])=[CH:10][CH:9]=3)#[CH:2].C1(P(C2C=CC=CC=2)C2C=CC=CC=2)C=CC=CC=1.[N:50]1([C:56](Cl)=[O:57])[CH2:55][CH2:54][O:53][CH2:52][CH2:51]1. (5) Given the product [CH2:6]([N:13]1[C:18](=[O:19])[C:17]2[C:20]3[CH2:26][CH2:25][C:24]([CH:23]=[O:27])=[C:42]([Cl:43])[C:21]=3[S:22][C:16]=2[N:15]=[C:14]1[C:28]1[CH:33]=[C:32]([O:34][CH3:35])[C:31]([O:36][CH3:37])=[C:30]([O:38][CH3:39])[CH:29]=1)[C:7]1[CH:8]=[CH:9][CH:10]=[CH:11][CH:12]=1, predict the reactants needed to synthesize it. The reactants are: O=P(Cl)(Cl)Cl.[CH2:6]([N:13]1[C:18](=[O:19])[C:17]2[C:20]3[CH2:26][CH2:25][CH2:24][C:23](=[O:27])[C:21]=3[S:22][C:16]=2[N:15]=[C:14]1[C:28]1[CH:33]=[C:32]([O:34][CH3:35])[C:31]([O:36][CH3:37])=[C:30]([O:38][CH3:39])[CH:29]=1)[C:7]1[CH:12]=[CH:11][CH:10]=[CH:9][CH:8]=1.C[N+](C)=[CH:42][Cl:43].[Cl-].CC([O-])=O.[Na+]. (6) Given the product [C:1]([C:9]1([CH3:22])[CH2:14][CH2:13][CH2:12][N:11]([C:15]([O:17][C:18]([CH3:21])([CH3:20])[CH3:19])=[O:16])[CH2:10]1)(=[O:8])[C:2]1[CH:3]=[CH:4][CH:5]=[CH:6][CH:7]=1, predict the reactants needed to synthesize it. The reactants are: [C:1]([C@@H:9]1[CH2:14][CH2:13][CH2:12][N:11]([C:15]([O:17][C:18]([CH3:21])([CH3:20])[CH3:19])=[O:16])[CH2:10]1)(=[O:8])[C:2]1[CH:7]=[CH:6][CH:5]=[CH:4][CH:3]=1.[CH3:22][Si]([NH-])(C)C.C[Si]([NH-])(C)C.[Li+].[Li+].IC.CN1C(=O)N(C)CCC1. (7) Given the product [CH3:1][O:2][C:3]1[CH:4]=[CH:5][C:6]([C:39]([F:42])([F:40])[F:41])=[C:7]([C:9]2[CH:14]=[CH:13][CH:12]=[C:11]([NH:15][C:16]([C:18]3[NH:19][C:20]4[C:25]([CH:26]=3)=[CH:24][CH:23]=[C:22]([NH:27][S:28]([CH3:31])(=[O:30])=[O:29])[CH:21]=4)=[O:17])[CH:10]=2)[CH:8]=1, predict the reactants needed to synthesize it. The reactants are: [CH3:1][O:2][C:3]1[CH:4]=[CH:5][C:6]([C:39]([F:42])([F:41])[F:40])=[C:7]([C:9]2[CH:14]=[CH:13][CH:12]=[C:11]([NH:15][C:16]([C:18]3[N:19](C(OC(C)(C)C)=O)[C:20]4[C:25]([CH:26]=3)=[CH:24][CH:23]=[C:22]([NH:27][S:28]([CH3:31])(=[O:30])=[O:29])[CH:21]=4)=[O:17])[CH:10]=2)[CH:8]=1.C(O)(C(F)(F)F)=O. (8) Given the product [C:16]([O:11][C:10](=[O:12])[C@@H:9]([NH:8][C:6]([O:5][C:1]([CH3:4])([CH3:3])[CH3:2])=[O:7])[CH2:13][CH:14]=[CH2:15])([CH3:19])([CH3:18])[CH3:17], predict the reactants needed to synthesize it. The reactants are: [C:1]([O:5][C:6]([NH:8][C@@H:9]([CH2:13][CH:14]=[CH2:15])[C:10]([OH:12])=[O:11])=[O:7])([CH3:4])([CH3:3])[CH3:2].[C:16](OC(O[C:16]([CH3:19])([CH3:18])[CH3:17])N(C)C)([CH3:19])([CH3:18])[CH3:17]. (9) Given the product [CH3:1][C:2]1[N:3]=[C:4]([C:21]([OH:23])=[O:22])[S:5][C:6]=1[CH2:7][C:8]1[CH:13]=[CH:12][CH:11]=[C:10]([N:14]2[CH2:15][CH2:16][N:17]([CH3:20])[CH2:18][CH2:19]2)[CH:9]=1, predict the reactants needed to synthesize it. The reactants are: [CH3:1][C:2]1[N:3]=[C:4]([C:21]([O:23]CC)=[O:22])[S:5][C:6]=1[CH2:7][C:8]1[CH:13]=[CH:12][CH:11]=[C:10]([N:14]2[CH2:19][CH2:18][N:17]([CH3:20])[CH2:16][CH2:15]2)[CH:9]=1.O[Li].O. (10) Given the product [ClH:25].[F:1][C:2]1[CH:22]=[CH:21][CH:20]=[C:19]([O:23][CH3:24])[C:3]=1[CH2:4][N:5]1[CH2:10][CH2:9][CH2:8][C@@H:7]([NH2:11])[CH2:6]1, predict the reactants needed to synthesize it. The reactants are: [F:1][C:2]1[CH:22]=[CH:21][CH:20]=[C:19]([O:23][CH3:24])[C:3]=1[CH2:4][N:5]1[CH2:10][CH2:9][CH2:8][C@@H:7]([NH:11]C(=O)OC(C)(C)C)[CH2:6]1.[ClH:25].